This data is from Forward reaction prediction with 1.9M reactions from USPTO patents (1976-2016). The task is: Predict the product of the given reaction. (1) The product is: [CH3:24][O:25][C:26]1[CH:31]=[CH:30][C:29]([C:32]([C:34]2[CH:39]=[CH:38][C:37]([O:40][CH3:41])=[C:36]([O:42][CH2:43][CH3:44])[CH:35]=2)=[O:33])=[CH:28][C:27]=1[N+:45]([O-:47])=[O:46]. Given the reactants NC1C=C(C(C2C=CC(OC)=C(OC)C=2)=CC#N)C=CC=1OC.[CH3:24][O:25][C:26]1[CH:31]=[CH:30][C:29]([CH:32]([C:34]2[CH:39]=[CH:38][C:37]([O:40][CH3:41])=[C:36]([O:42][CH2:43][CH3:44])[CH:35]=2)[OH:33])=[CH:28][C:27]=1[N+:45]([O-:47])=[O:46].[Cr](Cl)([O-])(=O)=O.[NH+]1C=CC=CC=1, predict the reaction product. (2) Given the reactants [F:1][C:2]1[CH:7]=[CH:6][C:5]([S:8]([N:11]2[C:16]3[CH:17]=[C:18]([N+:21]([O-])=O)[CH:19]=[CH:20][C:15]=3[O:14][C@@H:13]([CH3:24])[CH2:12]2)(=[O:10])=[O:9])=[CH:4][CH:3]=1, predict the reaction product. The product is: [F:1][C:2]1[CH:3]=[CH:4][C:5]([S:8]([N:11]2[C:16]3[CH:17]=[C:18]([NH2:21])[CH:19]=[CH:20][C:15]=3[O:14][C@@H:13]([CH3:24])[CH2:12]2)(=[O:9])=[O:10])=[CH:6][CH:7]=1. (3) Given the reactants [Cl:1][C:2]1[CH:7]=[CH:6][C:5]([N:8]2[C:14](=O)[CH:13]([CH2:16][C:17]([OH:19])=O)[C:12]3=[N:20][N:21]=[C:22]([CH3:23])[N:11]3[C:10]3[CH:24]=[CH:25][CH:26]=[CH:27][C:9]2=3)=[CH:4][CH:3]=1.[CH2:28]([NH2:30])[CH3:29].CN(C(ON1N=NC2C=CC=NC1=2)=[N+](C)C)C.F[P-](F)(F)(F)(F)F.CCN(C(C)C)C(C)C, predict the reaction product. The product is: [Cl:1][C:2]1[CH:3]=[CH:4][C:5]([N:8]2[CH2:14][CH:13]([CH2:16][C:17]([NH:30][CH2:28][CH3:29])=[O:19])[C:12]3=[N:20][N:21]=[C:22]([CH3:23])[N:11]3[C:10]3[CH:24]=[CH:25][CH:26]=[CH:27][C:9]2=3)=[CH:6][CH:7]=1. (4) Given the reactants [F:1][C:2]1[CH:7]=[CH:6][C:5]([I:8])=[CH:4][C:3]=1[N:9]1[CH:14]=[C:13]([O:15][CH3:16])[C:12](=[O:17])[C:11]([C:18]([O:20]C)=[O:19])=[N:10]1.[OH-].[Na+].Cl, predict the reaction product. The product is: [F:1][C:2]1[CH:7]=[CH:6][C:5]([I:8])=[CH:4][C:3]=1[N:9]1[CH:14]=[C:13]([O:15][CH3:16])[C:12](=[O:17])[C:11]([C:18]([OH:20])=[O:19])=[N:10]1. (5) Given the reactants Br[C:2]1[CH:7]=[C:6]([N+]([O-])=O)[CH:5]=[CH:4][N:3]=1.Br[C:12]1[CH:17]=[CH:16][C:15]([N+]([O-])=O)=[CH:14]N=1.[C:21]([O-])([O-])=O.[K+].[K+], predict the reaction product. The product is: [C:14]1([C:2]2[CH:7]=[CH:6][CH:5]=[CH:4][N:3]=2)[CH:21]=[CH:12][CH:17]=[CH:16][CH:15]=1. (6) Given the reactants [CH2:1]([O:8][C:9]([NH:11][C@@H:12]([CH2:16][C:17]1[CH:22]=[CH:21][C:20]([CH:23]2[S:27](=[O:29])(=[O:28])[NH:26][C:25](=[O:30])[CH2:24]2)=[C:19]([Br:31])[CH:18]=1)[C:13](O)=[O:14])=[O:10])[C:2]1[CH:7]=[CH:6][CH:5]=[CH:4][CH:3]=1.F[P-](F)(F)(F)(F)F.N1(O[P+](N(C)C)(N(C)C)N(C)C)C2C=CC=CC=2N=N1.Cl.[NH2:60][CH2:61][CH2:62][CH2:63][CH2:64][O:65][C:66]1[CH:75]=[CH:74][CH:73]=[C:72]([OH:76])[C:67]=1[C:68]([O:70][CH3:71])=[O:69].C(N(CC)C(C)C)(C)C, predict the reaction product. The product is: [CH2:1]([O:8][C:9]([NH:11][C@@H:12]([CH2:16][C:17]1[CH:22]=[CH:21][C:20]([CH:23]2[S:27](=[O:28])(=[O:29])[NH:26][C:25](=[O:30])[CH2:24]2)=[C:19]([Br:31])[CH:18]=1)[C:13]([NH:60][CH2:61][CH2:62][CH2:63][CH2:64][O:65][C:66]1[CH:75]=[CH:74][CH:73]=[C:72]([OH:76])[C:67]=1[C:68]([O:70][CH3:71])=[O:69])=[O:14])=[O:10])[C:2]1[CH:7]=[CH:6][CH:5]=[CH:4][CH:3]=1. (7) Given the reactants [N:1]([C:4]1[CH:5]=[C:6]([CH:19]=[C:20]([N:22]([S:26]([CH3:29])(=[O:28])=[O:27])[CH2:23][CH2:24][CH3:25])[CH:21]=1)[C:7]([NH:9][C@@H:10]([C:12]1[CH:17]=[CH:16][C:15]([F:18])=[CH:14][CH:13]=1)[CH3:11])=[O:8])=[N+:2]=[N-:3].O.O=[C:32]1O[C@H:37]([C@H](CO)O)[C:35]([O-])=[C:33]1[OH:34].[Na+], predict the reaction product. The product is: [C:33]([C:35]1[N:3]=[N:2][N:1]([C:4]2[CH:5]=[C:6]([CH:19]=[C:20]([N:22]([S:26]([CH3:29])(=[O:27])=[O:28])[CH2:23][CH2:24][CH3:25])[CH:21]=2)[C:7]([NH:9][C@@H:10]([C:12]2[CH:17]=[CH:16][C:15]([F:18])=[CH:14][CH:13]=2)[CH3:11])=[O:8])[CH:37]=1)(=[O:34])[CH3:32]. (8) Given the reactants [NH4+].[Cl-].[CH3:3][C:4]1([CH3:20])[O:8][C@H:7]([CH2:9][O:10][C:11]2[CH:16]=[CH:15][CH:14]=[C:13]([N+:17]([O-])=O)[CH:12]=2)[CH2:6][O:5]1.O, predict the reaction product. The product is: [CH3:3][C:4]1([CH3:20])[O:8][C@H:7]([CH2:9][O:10][C:11]2[CH:12]=[C:13]([CH:14]=[CH:15][CH:16]=2)[NH2:17])[CH2:6][O:5]1.